From a dataset of Catalyst prediction with 721,799 reactions and 888 catalyst types from USPTO. Predict which catalyst facilitates the given reaction. (1) Reactant: C(OP([CH2:9][C:10]#[N:11])(OCC)=O)C.[H-].[Na+].[F:14][C:15]1[CH:20]=[CH:19][C:18]([C:21]2[NH:22][CH:23]=[C:24]([CH:32]=O)[C:25]=2[C:26]2[CH:31]=[CH:30][N:29]=[CH:28][CH:27]=2)=[CH:17][CH:16]=1.O. Product: [F:14][C:15]1[CH:16]=[CH:17][C:18]([C:21]2[NH:22][CH:23]=[C:24]([CH:32]=[CH:9][C:10]#[N:11])[C:25]=2[C:26]2[CH:31]=[CH:30][N:29]=[CH:28][CH:27]=2)=[CH:19][CH:20]=1. The catalyst class is: 7. (2) Reactant: [NH2:1][CH2:2][CH2:3][N:4]1[CH2:9][CH2:8][N:7]([CH2:10][CH2:11][OH:12])[CH2:6][CH2:5]1.[CH:13]([C:16]1[CH:21]=[CH:20][CH:19]=[C:18]([CH:22]([CH3:24])[CH3:23])[C:17]=1[N:25]=[C:26]=[O:27])([CH3:15])[CH3:14]. Product: [OH:12][CH2:11][CH2:10][N:7]1[CH2:8][CH2:9][N:4]([CH2:3][CH2:2][NH:1][C:26]([NH:25][C:17]2[C:16]([CH:13]([CH3:14])[CH3:15])=[CH:21][CH:20]=[CH:19][C:18]=2[CH:22]([CH3:24])[CH3:23])=[O:27])[CH2:5][CH2:6]1. The catalyst class is: 22. (3) Reactant: [O:1]1[C:6]2=[CH:7][CH:8]=[CH:9][C:5]2=[CH:4][C:3]([CH:10]2[C:19]3[C:14](=[CH:15][CH:16]=[CH:17][CH:18]=3)[CH2:13][CH2:12][N:11]2[CH3:20])=[CH:2]1.[ClH:21].C(OCC)C. Product: [ClH:21].[O:1]1[C:6]2=[CH:7][CH:8]=[CH:9][C:5]2=[CH:4][C:3]([CH:10]2[C:19]3[C:14](=[CH:15][CH:16]=[CH:17][CH:18]=3)[CH2:13][CH2:12][N:11]2[CH3:20])=[CH:2]1. The catalyst class is: 13. (4) The catalyst class is: 7. Reactant: C(=O)([O-])[O-].[Ca+2].[CH3:6][C:7]1[CH:8]=[C:9]([CH:11]=[C:12]([CH3:21])[C:13]=1[S:14]([CH2:17][N+:18]([O-:20])=[O:19])(=[O:16])=[O:15])[NH2:10].[F:22][C:23]1[CH:28]=[CH:27][C:26]([S:29](Cl)(=[O:31])=[O:30])=[CH:25][CH:24]=1.O. Product: [CH3:21][C:12]1[CH:11]=[C:9]([NH:10][S:29]([C:26]2[CH:27]=[CH:28][C:23]([F:22])=[CH:24][CH:25]=2)(=[O:31])=[O:30])[CH:8]=[C:7]([CH3:6])[C:13]=1[S:14]([CH2:17][N+:18]([O-:20])=[O:19])(=[O:15])=[O:16]. (5) Reactant: Cl[C:2]1[C:11]2[C:6](=[CH:7][CH:8]=[CH:9][CH:10]=2)[C:5]([CH2:12][C:13]2[CH:18]=[CH:17][N:16]=[CH:15][CH:14]=2)=[N:4][N:3]=1.[C:19]([CH:23]1[CH2:28][CH2:27][CH:26]([NH2:29])[CH2:25][CH2:24]1)([CH3:22])([CH3:21])[CH3:20].C(=O)([O-])O.[Na+]. Product: [C:19]([C@@H:23]1[CH2:24][CH2:25][C@H:26]([NH:29][C:2]2[C:11]3[C:6](=[CH:7][CH:8]=[CH:9][CH:10]=3)[C:5]([CH2:12][C:13]3[CH:18]=[CH:17][N:16]=[CH:15][CH:14]=3)=[N:4][N:3]=2)[CH2:27][CH2:28]1)([CH3:22])([CH3:20])[CH3:21]. The catalyst class is: 13. (6) Reactant: [C-:1]#[N:2].[K+].[NH:4]1[CH2:9][CH2:8][CH2:7][CH2:6][CH2:5]1.[O:10]1[C:14]2([CH2:19][CH2:18][CH:17]([CH:20]=O)[CH2:16][CH2:15]2)[O:13][CH2:12][CH2:11]1.C(OCC)(=O)C. Product: [N:4]1([CH:20]([CH:17]2[CH2:16][CH2:15][C:14]3([O:10][CH2:11][CH2:12][O:13]3)[CH2:19][CH2:18]2)[C:1]#[N:2])[CH2:9][CH2:8][CH2:7][CH2:6][CH2:5]1. The catalyst class is: 40. (7) Reactant: [OH-].[K+].[Br:3][C:4]1[CH:5]=[C:6]([CH:10]=[CH:11][C:12]=1[O:13][C:14]1([C:17]2[N:21]([CH3:22])[C:20]([C:23]3[CH:28]=[CH:27][CH:26]=[CH:25][C:24]=3[C:29]([F:32])([F:31])[F:30])=[N:19][N:18]=2)[CH2:16][CH2:15]1)[C:7](N)=[O:8].C(O)C[OH:35]. Product: [Br:3][C:4]1[CH:5]=[C:6]([CH:10]=[CH:11][C:12]=1[O:13][C:14]1([C:17]2[N:21]([CH3:22])[C:20]([C:23]3[CH:28]=[CH:27][CH:26]=[CH:25][C:24]=3[C:29]([F:30])([F:31])[F:32])=[N:19][N:18]=2)[CH2:15][CH2:16]1)[C:7]([OH:8])=[O:35]. The catalyst class is: 6.